Task: Regression/Classification. Given a drug SMILES string, predict its absorption, distribution, metabolism, or excretion properties. Task type varies by dataset: regression for continuous measurements (e.g., permeability, clearance, half-life) or binary classification for categorical outcomes (e.g., BBB penetration, CYP inhibition). Dataset: pampa_ncats.. Dataset: PAMPA (Parallel Artificial Membrane Permeability Assay) permeability data from NCATS The drug is CC1=C(C(=NO1)C)[S+](=O)(N2CCC(CC2)C3=NN(C(=O)N3)C4=CC=C(C=C4)OC)[O-]. The result is 1 (high permeability).